Predict the product of the given reaction. From a dataset of Forward reaction prediction with 1.9M reactions from USPTO patents (1976-2016). (1) The product is: [N:8]1[C:9]2[C:14](=[CH:13][CH:12]=[C:11]3[CH:17]=[CH:18][CH:19]=[CH:20][C:10]3=2)[CH:15]=[CH:16][C:7]=1[C:27]([C:26]1[CH:7]=[CH:16][C:15]2[C:21](=[C:1]3[CH:11]=[CH:10][CH:9]=[CH:14][C:2]3=[CH:3][CH:4]=2)[N:22]=1)=[O:30]. Given the reactants [CH2:1]([Li])[CH2:2][CH2:3][CH3:4].Br[C:7]1[CH:16]=[CH:15][C:14]2[C:9](=[C:10]3[CH:20]=[CH:19][CH:18]=[CH:17][C:11]3=[CH:12][CH:13]=2)[N:8]=1.[CH3:21][N:22]([CH3:26])C(Cl)=O.[C:27]([OH:30])(=O)C, predict the reaction product. (2) The product is: [NH2:1][C:2]1[N:7]([CH:8]2[CH2:13][CH2:12][CH:11]([NH:33][C@@H:32]([CH2:34][C:35]3[CH:40]=[CH:39][CH:38]=[CH:37][CH:36]=3)[C:31]([O:30][CH:25]3[CH2:26][CH2:27][CH2:28][CH2:29]3)=[O:41])[CH2:10][CH2:9]2)[C:6](=[O:15])[CH:5]=[CH:4][C:3]=1[C:16](=[O:24])[C:17]1[CH:18]=[CH:19][C:20]([F:23])=[CH:21][CH:22]=1. Given the reactants [NH2:1][C:2]1[N:7]([CH:8]2[CH2:13][CH2:12][C:11](=O)[CH2:10][CH2:9]2)[C:6](=[O:15])[CH:5]=[CH:4][C:3]=1[C:16](=[O:24])[C:17]1[CH:22]=[CH:21][C:20]([F:23])=[CH:19][CH:18]=1.[CH:25]1([O:30][C:31](=[O:41])[C@H:32]([CH2:34][C:35]2[CH:40]=[CH:39][CH:38]=[CH:37][CH:36]=2)[NH2:33])[CH2:29][CH2:28][CH2:27][CH2:26]1.N#N.[BH3-]C#N.[Na+], predict the reaction product. (3) Given the reactants [CH3:1][O:2][C:3](=[O:14])[C:4]1[CH:12]=[C:11]([I:13])[CH:10]=[C:6]([C:7]([OH:9])=O)[CH:5]=1.O.ON1C2C=CC=CC=2N=N1.[CH:26]1([N:32]=[C:33]=NC2CCCCC2)CCC[CH2:28][CH2:27]1.CNCCC, predict the reaction product. The product is: [CH3:1][O:2][C:3](=[O:14])[C:4]1[CH:12]=[C:11]([I:13])[CH:10]=[C:6]([C:7]([N:32]([CH3:33])[CH2:26][CH2:27][CH3:28])=[O:9])[CH:5]=1.